The task is: Predict the reaction yield, written as a fraction of the theoretical maximum amount of product (1.0 means a 100% yield; for example, 0.34 means a 34% yield).. This data is from Reaction yield outcomes from USPTO patents with 853,638 reactions. (1) The reactants are Cl[Si:2]([CH3:22])([CH3:21])[CH:3]1[C:14]2[C:6](=[CH:7][C:8]3[CH2:9][CH2:10][CH2:11][C:12]=3[CH:13]=2)[C:5]([C:15]2[CH:20]=[CH:19][CH:18]=[CH:17][CH:16]=2)=[CH:4]1.CCN(CC)CC.[C:30]([NH2:34])([CH3:33])([CH3:32])[CH3:31]. The catalyst is CCCCCC. The product is [CH3:31][C:30]([NH:34][Si:2]([CH3:22])([CH3:21])[CH:3]1[C:14]2[C:6](=[CH:7][C:8]3[CH2:9][CH2:10][CH2:11][C:12]=3[CH:13]=2)[C:5]([C:15]2[CH:20]=[CH:19][CH:18]=[CH:17][CH:16]=2)=[CH:4]1)([CH3:33])[CH3:32]. The yield is 0.887. (2) The reactants are C([SiH](CC)CC)C.[CH2:8]([O:15][C:16]1[CH:21]=[CH:20][CH:19]=[CH:18][C:17]=1[CH:22]([C:24]1[CH:29]=[CH:28][C:27]([S:30][CH3:31])=[CH:26][CH:25]=1)O)[C:9]1[CH:14]=[CH:13][CH:12]=[CH:11][CH:10]=1.O. The catalyst is C(#N)C. The product is [CH2:8]([O:15][C:16]1[CH:21]=[CH:20][CH:19]=[CH:18][C:17]=1[CH2:22][C:24]1[CH:29]=[CH:28][C:27]([S:30][CH3:31])=[CH:26][CH:25]=1)[C:9]1[CH:10]=[CH:11][CH:12]=[CH:13][CH:14]=1. The yield is 0.950. (3) The reactants are [CH2:1]([C:3]1[CH:4]=[C:5]2[N:10]([CH:11]=1)[CH:9]=[CH:8][CH:7]=[CH:6]2)[CH3:2].[Cl:12][CH2:13][CH2:14][CH2:15][C:16]1[CH:24]=[CH:23][C:19]([C:20](Cl)=[O:21])=[CH:18][CH:17]=1. The catalyst is O. The product is [CH2:1]([C:3]1[CH:4]=[C:5]2[N:10]([C:11]=1[C:20]([C:19]1[CH:23]=[CH:24][C:16]([CH2:15][CH2:14][CH2:13][Cl:12])=[CH:17][CH:18]=1)=[O:21])[CH:9]=[CH:8][CH:7]=[CH:6]2)[CH3:2]. The yield is 0.940. (4) The reactants are [Br:1][C:2]1[CH:3]=[C:4](/[C:9](/[F:13])=[CH:10]/[CH:11]=[O:12])[CH:5]=[CH:6][C:7]=1[F:8].CC(=CC)C.[O-:19]Cl=O.[Na+]. The catalyst is CC(O)(C)C.O. The product is [Br:1][C:2]1[CH:3]=[C:4](/[C:9](/[F:13])=[CH:10]/[C:11]([OH:19])=[O:12])[CH:5]=[CH:6][C:7]=1[F:8]. The yield is 0.870. (5) The reactants are [OH:1][C@H:2]1[CH2:7][CH2:6][C@@H:5]([C:8]([O:10][CH3:11])=[O:9])[C@H:4]([O:12][CH3:13])[CH2:3]1.[CH3:14][S:15](Cl)(=[O:17])=[O:16]. The catalyst is ClCCl. The product is [CH3:13][O:12][C@@H:4]1[CH2:3][C@@H:2]([O:1][S:15]([CH3:14])(=[O:17])=[O:16])[CH2:7][CH2:6][C@H:5]1[C:8]([O:10][CH3:11])=[O:9]. The yield is 0.910. (6) The reactants are [Cl:1][C:2]1[N:11]=[C:10](Cl)[C:9]2[C:4](=[CH:5][CH:6]=[CH:7][CH:8]=2)[N:3]=1.C1C=C2C(NC(NC2=CC=1)=O)=O.O=P(Cl)(Cl)Cl.Cl.[NH2:31][S:32]([C:35]1[CH:42]=[CH:41][C:38]([CH2:39]N)=[CH:37][CH:36]=1)(=[O:34])=[O:33].C(N(C(C)C)CC)(C)C. The catalyst is C(O)C. The product is [Cl:1][C:2]1[N:11]=[C:10]([CH2:39][C:38]2[CH:37]=[CH:36][C:35]([S:32]([NH2:31])(=[O:34])=[O:33])=[CH:42][CH:41]=2)[C:9]2[C:4](=[CH:5][CH:6]=[CH:7][CH:8]=2)[N:3]=1. The yield is 0.880. (7) The reactants are Br[C:2]1[CH:7]=[CH:6][C:5]([N:8]2[C:12]([CH2:13][CH:14]3[CH2:17][N:16]([C:18]([CH:20]4[CH2:22][CH2:21]4)=[O:19])[CH2:15]3)=[N:11][NH:10][C:9]2=[O:23])=[CH:4][CH:3]=1.CC1(C)C(C)(C)OB([C:32]2[CH:33]=[CH:34][C:35]3[O:39][CH:38]=[CH:37][C:36]=3[CH:40]=2)O1.C(=O)([O-])[O-].[K+].[K+].Cl. The catalyst is O1CCOCC1.O. The product is [O:39]1[C:35]2[CH:34]=[CH:33][C:32]([C:2]3[CH:7]=[CH:6][C:5]([N:8]4[C:12]([CH2:13][CH:14]5[CH2:17][N:16]([C:18]([CH:20]6[CH2:22][CH2:21]6)=[O:19])[CH2:15]5)=[N:11][NH:10][C:9]4=[O:23])=[CH:4][CH:3]=3)=[CH:40][C:36]=2[CH:37]=[CH:38]1. The yield is 0.380.